From a dataset of Full USPTO retrosynthesis dataset with 1.9M reactions from patents (1976-2016). Predict the reactants needed to synthesize the given product. (1) Given the product [N+:23]([C:26]1[CH:27]=[C:28]([CH:29]=[CH:30][CH:31]=1)[CH2:32][S:33]([NH:1][C:2]1[CH:3]=[C:4]([NH:8][C:9](=[O:15])[O:10][C:11]([CH3:12])([CH3:14])[CH3:13])[CH:5]=[CH:6][CH:7]=1)(=[O:35])=[O:34])([O-:25])=[O:24], predict the reactants needed to synthesize it. The reactants are: [NH2:1][C:2]1[CH:3]=[C:4]([NH:8][C:9](=[O:15])[O:10][C:11]([CH3:14])([CH3:13])[CH3:12])[CH:5]=[CH:6][CH:7]=1.C(N(CC)CC)C.[N+:23]([C:26]1[CH:27]=[C:28]([CH2:32][S:33](Cl)(=[O:35])=[O:34])[CH:29]=[CH:30][CH:31]=1)([O-:25])=[O:24]. (2) Given the product [F:1][C:2]1[CH:3]=[C:4]2[C:9](=[CH:10][CH:11]=1)[O:8][CH:7]([C:12]([O:14][C:30]1[CH:31]=[CH:32][C:27]([N+:24]([O-:26])=[O:25])=[CH:28][CH:29]=1)=[O:13])[CH2:6][CH2:5]2, predict the reactants needed to synthesize it. The reactants are: [F:1][C:2]1[CH:3]=[C:4]2[C:9](=[CH:10][CH:11]=1)[O:8][CH:7]([C:12]([OH:14])=[O:13])[CH2:6][CH2:5]2.C(Cl)(=O)C(Cl)=O.ClCCl.[N+:24]([C:27]1[CH:32]=[CH:31][C:30](O)=[CH:29][CH:28]=1)([O-:26])=[O:25]. (3) Given the product [CH2:1]([N:3]1[C:15]2[CH:14]=[CH:13][CH:12]=[CH:11][C:10]=2[C:9]2[C:4]1=[CH:5][CH:6]=[CH:7][CH:8]=2)[CH3:2].[CH2:1]([N:3]1[C:15]2[CH2:14][CH2:13][CH2:12][CH2:11][C:10]=2[C:9]2[C:4]1=[CH:5][CH:6]=[CH:7][CH:8]=2)[CH3:2], predict the reactants needed to synthesize it. The reactants are: [CH2:1]([N:3]1[C:15]2[CH2:14][CH2:13][CH2:12][CH2:11][C:10]=2[C:9]2[C:4]1=[CH:5][CH:6]=[CH:7][CH:8]=2)[CH3:2]. (4) Given the product [Cl:1][C:2]1[CH:7]=[CH:6][N:5]=[C:4]([C:8]([NH:13][CH3:12])=[O:10])[CH:3]=1, predict the reactants needed to synthesize it. The reactants are: [Cl:1][C:2]1[CH:7]=[CH:6][N:5]=[C:4]([C:8]([O:10]C)=O)[CH:3]=1.[CH3:12][NH2:13].C1COCC1.